From a dataset of Full USPTO retrosynthesis dataset with 1.9M reactions from patents (1976-2016). Predict the reactants needed to synthesize the given product. (1) Given the product [Cl:1][C:2]1[N:3]=[C:4]([C:9]([NH:11][C:12]2[CH:13]=[C:14]3[C:18](=[CH:19][CH:20]=2)[CH2:17][N:16]([C:21]([C@@H:41]2[CH2:42][C@H:40]2[C:38]([O:37][CH2:35][CH3:36])=[O:39])=[O:22])[CH2:15]3)=[O:10])[NH:5][C:6]=1[CH2:7][CH3:8], predict the reactants needed to synthesize it. The reactants are: [Cl:1][C:2]1[N:3]=[C:4]([C:9]([NH:11][C:12]2[CH:13]=[C:14]3[C:18](=[CH:19][CH:20]=2)[CH2:17][N:16]([C:21](OC(C)(C)C)=[O:22])[CH2:15]3)=[O:10])[NH:5][C:6]=1[CH2:7][CH3:8].Cl.C(OCC)(=O)C.[CH2:35]([O:37][C:38]([C@@H:40]1[CH2:42][C@H:41]1C(O)=O)=[O:39])[CH3:36].CCN=C=NCCCN(C)C. (2) Given the product [CH2:20]([O:8][C:7]1[CH:9]=[CH:10][C:2]([C:1]([O:12][CH3:13])=[O:11])=[CH:3][C:4]=1[O:5][CH3:6])[C:21]1[CH:26]=[CH:25][CH:24]=[CH:23][CH:22]=1, predict the reactants needed to synthesize it. The reactants are: [C:1]([O:12][CH3:13])(=[O:11])[C:2]1[CH:10]=[CH:9][C:7]([OH:8])=[C:4]([O:5][CH3:6])[CH:3]=1.C(=O)([O-])[O-].[K+].[K+].[CH2:20](Br)[C:21]1[CH:26]=[CH:25][CH:24]=[CH:23][CH:22]=1.O.